From a dataset of Peptide-MHC class I binding affinity with 185,985 pairs from IEDB/IMGT. Regression. Given a peptide amino acid sequence and an MHC pseudo amino acid sequence, predict their binding affinity value. This is MHC class I binding data. (1) The peptide sequence is FVVIVGLHGV. The MHC is HLA-A02:01 with pseudo-sequence HLA-A02:01. The binding affinity (normalized) is 0. (2) The MHC is Mamu-A01 with pseudo-sequence Mamu-A01. The binding affinity (normalized) is 0.973. The peptide sequence is FSAESRKLL. (3) The peptide sequence is DPPTNTPEAL. The MHC is Mamu-A01 with pseudo-sequence Mamu-A01. The binding affinity (normalized) is 0.563. (4) The peptide sequence is VETYVLSIV. The MHC is HLA-B40:01 with pseudo-sequence HLA-B40:01. The binding affinity (normalized) is 0.872. (5) The peptide sequence is NDNFLMSNV. The MHC is HLA-B45:01 with pseudo-sequence HLA-B45:01. The binding affinity (normalized) is 0.148. (6) The peptide sequence is VLASGPGPF. The MHC is HLA-B07:02 with pseudo-sequence HLA-B07:02. The binding affinity (normalized) is 0.155. (7) The peptide sequence is IPSINVHHY. The MHC is HLA-B07:02 with pseudo-sequence HLA-B07:02. The binding affinity (normalized) is 0.0154.